Dataset: Full USPTO retrosynthesis dataset with 1.9M reactions from patents (1976-2016). Task: Predict the reactants needed to synthesize the given product. (1) Given the product [OH:9][C:8]1[C:3]([O:2][CH3:1])=[CH:4][C:5]([C:13]2[S:14][C:15]3[CH:21]=[CH:20][CH:19]=[CH:18][C:16]=3[N:17]=2)=[CH:6][C:7]=1[O:11][CH3:12], predict the reactants needed to synthesize it. The reactants are: [CH3:1][O:2][C:3]1[CH:4]=[C:5]([C:13]2[S:14][C:15]3[CH:21]=[CH:20][CH:19]=[CH:18][C:16]=3[N:17]=2)[CH:6]=[C:7]([O:11][CH3:12])[C:8]=1[O:9]C.[Cl-].[Cl-].[Cl-].[Al+3].Cl. (2) Given the product [CH2:12]([O:11][C:10]([N:1]1[CH2:6][CH2:5][CH2:4][C@@H:3]([C:7]([OH:9])=[O:8])[CH2:2]1)=[O:19])[C:13]1[CH:18]=[CH:17][CH:16]=[CH:15][CH:14]=1, predict the reactants needed to synthesize it. The reactants are: [NH:1]1[CH2:6][CH2:5][CH2:4][C@@H:3]([C:7]([OH:9])=[O:8])[CH2:2]1.[C:10](=O)([O:19]N1C(=O)CCC1=O)[O:11][CH2:12][C:13]1[CH:18]=[CH:17][CH:16]=[CH:15][CH:14]=1.C([O-])([O-])=O.[Na+].[Na+].O1CCOCC1. (3) Given the product [Cl:24][C:18]1[CH:19]=[C:20]([N+:21]([O-:23])=[O:22])[C:15]([O:3][C:4]2([C:7]([O:9][C:10]([CH3:13])([CH3:12])[CH3:11])=[O:8])[CH2:6][CH2:5]2)=[N:16][CH:17]=1, predict the reactants needed to synthesize it. The reactants are: [H-].[Na+].[OH:3][C:4]1([C:7]([O:9][C:10]([CH3:13])([CH3:12])[CH3:11])=[O:8])[CH2:6][CH2:5]1.Cl[C:15]1[C:20]([N+:21]([O-:23])=[O:22])=[CH:19][C:18]([Cl:24])=[CH:17][N:16]=1.C(O)(=O)CC(CC(O)=O)(C(O)=O)O. (4) Given the product [NH2:19][C:17]1[CH:16]=[CH:15][C:3]([O:4][C:5]2[CH:13]=[CH:12][CH:11]=[C:10]3[C:6]=2[CH2:7][CH2:8][C:9]3=[O:14])=[C:2]([Cl:1])[CH:18]=1, predict the reactants needed to synthesize it. The reactants are: [Cl:1][C:2]1[CH:18]=[C:17]([N+:19]([O-])=O)[CH:16]=[CH:15][C:3]=1[O:4][C:5]1[CH:13]=[CH:12][CH:11]=[C:10]2[C:6]=1[CH2:7][CH2:8][C:9]2=[O:14].[Cl-].[Ca+2].[Cl-].C(O)C. (5) Given the product [F:4][C:5]1[C:10]([O:2][CH3:1])=[C:9]([CH:12]=[O:13])[CH:8]=[CH:7][C:6]=1[C:14]1[CH:19]=[CH:18][C:17]([F:20])=[CH:16][CH:15]=1, predict the reactants needed to synthesize it. The reactants are: [CH3:1][O-:2].[Na+].[F:4][C:5]1[C:10](F)=[C:9]([CH:12]=[O:13])[CH:8]=[CH:7][C:6]=1[C:14]1[CH:19]=[CH:18][C:17]([F:20])=[CH:16][CH:15]=1. (6) Given the product [NH2:30][C@H:27]1[CH2:26][CH2:25][C@H:24]([O:23][C:4]2[CH:3]=[C:2]([F:1])[CH:7]=[CH:6][C:5]=2[NH:8][C:9]2[C:10]3[C:17]([CH3:18])=[C:16]([C:19]([NH2:37])=[O:21])[S:15][C:11]=3[N:12]=[CH:13][N:14]=2)[CH2:29][CH2:28]1, predict the reactants needed to synthesize it. The reactants are: [F:1][C:2]1[CH:7]=[CH:6][C:5]([NH:8][C:9]2[C:10]3[C:17]([CH3:18])=[C:16]([C:19]([O:21]C)=O)[S:15][C:11]=3[N:12]=[CH:13][N:14]=2)=[C:4]([O:23][C@H:24]2[CH2:29][CH2:28][C@H:27]([NH:30]C(=O)C(F)(F)F)[CH2:26][CH2:25]2)[CH:3]=1.[NH3:37]. (7) Given the product [C:25]([NH:24][C:21]1[CH:20]=[C:19]([N:10]2[CH:11]=[C:12]([C:13]([O:15][CH3:16])=[O:14])[C:8]([C:3]3[CH:4]=[CH:5][CH:6]=[CH:7][C:2]=3[Cl:1])=[N:9]2)[C:18]([CH3:17])=[CH:23][N:22]=1)(=[O:27])[CH3:26], predict the reactants needed to synthesize it. The reactants are: [Cl:1][C:2]1[CH:7]=[CH:6][CH:5]=[CH:4][C:3]=1[C:8]1[C:12]([C:13]([O:15][CH3:16])=[O:14])=[CH:11][NH:10][N:9]=1.[CH3:17][C:18]1[C:19](B2OC(C)(C)C(C)(C)O2)=[CH:20][C:21]([NH:24][C:25](=[O:27])[CH3:26])=[N:22][CH:23]=1.N1C=CC=CC=1. (8) Given the product [Cl:30][C:9]1[N:8]=[C:7]([NH:37][CH2:36][CH2:35][O:34][CH2:31][CH2:32][CH3:33])[C:6]2[C:11](=[CH:12][CH:13]=[C:4]([N+:1]([O-:3])=[O:2])[CH:5]=2)[N:10]=1, predict the reactants needed to synthesize it. The reactants are: [N+:1]([C:4]1[CH:5]=[C:6]2[C:11](=[CH:12][CH:13]=1)[NH:10][C:9](=O)[NH:8][C:7]2=O)([O-:3])=[O:2].P(Cl)(Cl)(Cl)=O.N1C(C)=CC(C)=CC=1C.[ClH:30].[CH2:31]([O:34][CH2:35][CH2:36][NH2:37])[CH2:32][CH3:33].C(N(CC)CC)C. (9) Given the product [Cl:23][CH:2]([Cl:1])[C:3]1[O:4][C@H:5]([C:13]2[CH:14]=[CH:15][C:16]([S:19]([CH3:22])(=[O:21])=[O:20])=[CH:17][CH:18]=2)[C@@H:6]([CH2:8][OH:9])[N:7]=1, predict the reactants needed to synthesize it. The reactants are: [Cl:1][CH:2]([Cl:23])[C:3]1[O:4][C@H:5]([C:13]2[CH:18]=[CH:17][C:16]([S:19]([CH3:22])(=[O:21])=[O:20])=[CH:15][CH:14]=2)[C@@H:6]([C:8](OCC)=[O:9])[N:7]=1.[BH4-].[K+].Cl.O. (10) Given the product [NH:1]1[C:9]2[C:4](=[CH:5][CH:6]=[CH:7][C:8]=2[C:10]2[C:18]3[C:17]([NH:19][C@H:20]([C:22]4[N:27]([C:28]5[CH:33]=[CH:32][CH:31]=[CH:30][CH:29]=5)[C:26](=[O:34])[C:25]5=[C:35]([CH3:38])[CH:36]=[CH:37][N:24]5[N:23]=4)[CH3:21])=[N:16][CH:15]=[N:14][C:13]=3[NH:12][CH:11]=2)[CH:3]=[CH:2]1, predict the reactants needed to synthesize it. The reactants are: [NH:1]1[C:9]2[C:4](=[CH:5][CH:6]=[CH:7][C:8]=2[C:10]2[C:18]3[C:17]([NH:19][C@H:20]([C:22]4[N:27]([C:28]5[CH:33]=[CH:32][CH:31]=[CH:30][CH:29]=5)[C:26](=[O:34])[C:25]5=[C:35]([CH3:38])[CH:36]=[CH:37][N:24]5[N:23]=4)[CH3:21])=[N:16][CH:15]=[N:14][C:13]=3[N:12](COCC[Si](C)(C)C)[CH:11]=2)[CH:3]=[CH:2]1.FC(F)(F)C(O)=O.N.